From a dataset of Full USPTO retrosynthesis dataset with 1.9M reactions from patents (1976-2016). Predict the reactants needed to synthesize the given product. Given the product [Br:18][CH2:19][C:20]([N:2]([C:3]1[CH:4]=[CH:5][C:6]([N+:9]([O-:11])=[O:10])=[CH:7][CH:8]=1)[CH3:1])=[O:21], predict the reactants needed to synthesize it. The reactants are: [CH3:1][NH:2][C:3]1[CH:8]=[CH:7][C:6]([N+:9]([O-:11])=[O:10])=[CH:5][CH:4]=1.C(=O)([O-])[O-].[Li+].[Li+].[Br:18][CH2:19][C:20](Br)=[O:21].